From a dataset of Forward reaction prediction with 1.9M reactions from USPTO patents (1976-2016). Predict the product of the given reaction. (1) The product is: [C:12]([O:16][C:17]([N:19]1[CH2:24][CH2:23][CH:22]([C:25]#[C:26][C:8]2[O:9][CH:10]=[C:6]([C:4]([O:3][CH2:1][CH3:2])=[O:5])[N:7]=2)[CH2:21][CH2:20]1)=[O:18])([CH3:15])([CH3:14])[CH3:13]. Given the reactants [CH2:1]([O:3][C:4]([C:6]1[N:7]=[C:8](Cl)[O:9][CH:10]=1)=[O:5])[CH3:2].[C:12]([O:16][C:17]([N:19]1[CH2:24][CH2:23][CH:22]([C:25]#[CH:26])[CH2:21][CH2:20]1)=[O:18])([CH3:15])([CH3:14])[CH3:13].CCN(CC)CC.CN(C=O)C, predict the reaction product. (2) Given the reactants Br[C:2]1[CH:11]=[CH:10][C:9]([F:12])=[CH:8][C:3]=1[C:4]([O:6][CH3:7])=[O:5].[NH:13]1[C:17](B(O)O)=[CH:16][CH:15]=[N:14]1.C([O-])(O)=O.[Na+], predict the reaction product. The product is: [F:12][C:9]1[CH:10]=[CH:11][C:2]([C:15]2[NH:14][N:13]=[CH:17][CH:16]=2)=[C:3]([CH:8]=1)[C:4]([O:6][CH3:7])=[O:5]. (3) Given the reactants Br[C:2]1[CH:21]=[CH:20][CH:19]=[CH:18][C:3]=1[N:4]=[C:5]([C:12]1[CH:17]=[CH:16][CH:15]=[CH:14][CH:13]=1)[C:6]1[CH:11]=[CH:10][CH:9]=[CH:8][CH:7]=1.[NH2:22][C:23]1[CH:28]=[CH:27][CH:26]=[C:25]([CH3:29])[N:24]=1.C1(P(C2C=CC=CC=2)C2C=CC3C(=CC=CC=3)C=2C2C3C(=CC=CC=3)C=CC=2P(C2C=CC=CC=2)C2C=CC=CC=2)C=CC=CC=1.CC(C)([O-])C.[Na+], predict the reaction product. The product is: [C:6]1([C:5]([C:12]2[CH:17]=[CH:16][CH:15]=[CH:14][CH:13]=2)=[N:4][C:3]2[C:2]([NH:22][C:23]3[CH:28]=[CH:27][CH:26]=[C:25]([CH3:29])[N:24]=3)=[CH:21][CH:20]=[CH:19][CH:18]=2)[CH:11]=[CH:10][CH:9]=[CH:8][CH:7]=1. (4) Given the reactants [NH2:1][C:2]1[CH:3]=[C:4]([CH:17]=[C:18]([C:21]([O:23][CH3:24])=[O:22])[C:19]=1[CH3:20])[O:5][CH:6]1[CH2:9][N:8]([C:10]([O:12][C:13]([CH3:16])([CH3:15])[CH3:14])=[O:11])[CH2:7]1.O=[C:26]1[CH2:31][CH2:30][CH:29]([NH:32][C:33](=[O:39])[O:34][C:35]([CH3:38])([CH3:37])[CH3:36])[CH2:28][CH2:27]1.C(O)(=O)C.C(O[BH-](OC(=O)C)OC(=O)C)(=O)C.[Na+], predict the reaction product. The product is: [C:35]([O:34][C:33]([NH:32][CH:29]1[CH2:30][CH2:31][CH:26]([NH:1][C:2]2[CH:3]=[C:4]([CH:17]=[C:18]([C:21]([O:23][CH3:24])=[O:22])[C:19]=2[CH3:20])[O:5][CH:6]2[CH2:9][N:8]([C:10]([O:12][C:13]([CH3:16])([CH3:15])[CH3:14])=[O:11])[CH2:7]2)[CH2:27][CH2:28]1)=[O:39])([CH3:38])([CH3:36])[CH3:37]. (5) Given the reactants [N+]([C:4]1[NH:5][CH:6]=[C:7]([N+:9]([O-:11])=[O:10])[N:8]=1)([O-])=O.[O:12]1[C:14]2([CH2:19][CH2:18][N:17]([C:20]([O:22][C:23]([CH3:26])([CH3:25])[CH3:24])=[O:21])[CH2:16][CH2:15]2)[CH2:13]1.C([O-])(=O)C.[Na+], predict the reaction product. The product is: [C:23]([O:22][C:20]([N:17]1[CH2:18][CH2:19][C:14]2([O:12][C:4]3=[N:8][C:7]([N+:9]([O-:11])=[O:10])=[CH:6][N:5]3[CH2:13]2)[CH2:15][CH2:16]1)=[O:21])([CH3:26])([CH3:24])[CH3:25]. (6) Given the reactants Br[CH:2]1[C:11](=[O:12])[C:10]2[C:5](=[CH:6][C:7]([C:13]#[N:14])=[CH:8][CH:9]=2)[O:4][CH2:3]1.C(O)(=O)C.[N-:19]=[N+:20]=[N-:21].[Na+], predict the reaction product. The product is: [N:19]([CH:2]1[C:11](=[O:12])[C:10]2[C:5](=[CH:6][C:7]([C:13]#[N:14])=[CH:8][CH:9]=2)[O:4][CH2:3]1)=[N+:20]=[N-:21]. (7) Given the reactants [CH3:1][N:2]1[CH2:7][CH2:6][N:5]([CH2:8][C:9]2[CH:14]=[CH:13][C:12]([N+:15]([O-])=O)=[CH:11][C:10]=2[C:18]([F:21])([F:20])[F:19])[CH2:4][CH2:3]1.[Na], predict the reaction product. The product is: [CH3:1][N:2]1[CH2:7][CH2:6][N:5]([CH2:8][C:9]2[CH:14]=[CH:13][C:12]([NH2:15])=[CH:11][C:10]=2[C:18]([F:21])([F:19])[F:20])[CH2:4][CH2:3]1.